From a dataset of Full USPTO retrosynthesis dataset with 1.9M reactions from patents (1976-2016). Predict the reactants needed to synthesize the given product. (1) Given the product [O:36]=[C:32]1[CH:31]=[C:30]([C:27]2[CH:28]=[CH:29][C:24]([C:23]([F:37])([F:22])[F:38])=[CH:25][CH:26]=2)[CH:35]=[CH:34][N:33]1[C:2]1[CH:7]=[CH:6][C:5]2[C:8]3[CH2:9][N:10]([C:15]([O:17][C:18]([CH3:21])([CH3:20])[CH3:19])=[O:16])[CH2:11][CH2:12][C:13]=3[O:14][C:4]=2[CH:3]=1, predict the reactants needed to synthesize it. The reactants are: Br[C:2]1[CH:7]=[CH:6][C:5]2[C:8]3[CH2:9][N:10]([C:15]([O:17][C:18]([CH3:21])([CH3:20])[CH3:19])=[O:16])[CH2:11][CH2:12][C:13]=3[O:14][C:4]=2[CH:3]=1.[F:22][C:23]([F:38])([F:37])[C:24]1[CH:29]=[CH:28][C:27]([C:30]2[CH:35]=[CH:34][NH:33][C:32](=[O:36])[CH:31]=2)=[CH:26][CH:25]=1. (2) The reactants are: [N:1]1[CH:6]=[CH:5][CH:4]=[CH:3][C:2]=1[NH:7][C:8]([N:10]1[C@@H:16]2[CH2:17][N:13]([CH2:14][CH2:15]2)[C:12]2[CH:18]=[CH:19][C:20]([C:22](O)=[O:23])=[N:21][C:11]1=2)=[O:9].CN(C(ON1N=NC2C=CC=NC1=2)=[N+](C)C)C.F[P-](F)(F)(F)(F)F.CCN(C(C)C)C(C)C.[F:58][C:59]([F:66])([F:65])[CH:60]([NH2:64])[CH2:61][O:62][CH3:63]. Given the product [N:1]1[CH:6]=[CH:5][CH:4]=[CH:3][C:2]=1[NH:7][C:8]([N:10]1[C@@H:16]2[CH2:17][N:13]([CH2:14][CH2:15]2)[C:12]2[CH:18]=[CH:19][C:20]([C:22]([NH:64][CH:60]([CH2:61][O:62][CH3:63])[C:59]([F:66])([F:65])[F:58])=[O:23])=[N:21][C:11]1=2)=[O:9], predict the reactants needed to synthesize it. (3) Given the product [O:45]1[CH2:50][CH2:49][O:48][CH2:47][CH:46]1[C:51]1[C:59]2[S:58][C:57]([NH:60][C:8](=[O:10])[C:7]3[CH:11]=[C:3]([O:2][CH3:1])[CH:4]=[N:5][CH:6]=3)=[N:56][C:55]=2[C:54]([O:61][CH3:62])=[CH:53][CH:52]=1, predict the reactants needed to synthesize it. The reactants are: [CH3:1][O:2][C:3]1[CH:4]=[N:5][CH:6]=[C:7]([CH:11]=1)[C:8]([OH:10])=O.CN(C(ON1N=NC2C=CC=NC1=2)=[N+](C)C)C.F[P-](F)(F)(F)(F)F.C(N(C(C)C)C(C)C)C.[O:45]1[CH2:50][CH2:49][O:48][CH2:47][CH:46]1[C:51]1[C:59]2[S:58][C:57]([NH2:60])=[N:56][C:55]=2[C:54]([O:61][CH3:62])=[CH:53][CH:52]=1. (4) Given the product [CH3:16][S:13]([C:9]1[CH:10]=[C:11]2[C:6](=[CH:7][CH:8]=1)[N:5]=[CH:4][C:3]([CH2:2][C:19]1[CH:20]=[C:21]([CH:26]=[CH:27][N:28]=1)[C:22]([O:24][CH3:25])=[O:23])=[CH:12]2)(=[O:15])=[O:14], predict the reactants needed to synthesize it. The reactants are: Cl[CH2:2][C:3]1[CH:4]=[N:5][C:6]2[C:11]([CH:12]=1)=[CH:10][C:9]([S:13]([CH3:16])(=[O:15])=[O:14])=[CH:8][CH:7]=2.C[Sn](C)(C)[C:19]1[CH:20]=[C:21]([CH:26]=[CH:27][N:28]=1)[C:22]([O:24][CH3:25])=[O:23].